Dataset: Full USPTO retrosynthesis dataset with 1.9M reactions from patents (1976-2016). Task: Predict the reactants needed to synthesize the given product. (1) The reactants are: [CH3:1][C:2]1[CH:3]=[N:4][C:5]([C:9]([OH:11])=O)=[CH:6][N+:7]=1[O-:8].[NH2:12][CH2:13][CH2:14][NH:15][C:16](=[O:22])[O:17][C:18]([CH3:21])([CH3:20])[CH3:19].CN(C(ON1N=NC2C=CC=NC1=2)=[N+](C)C)C.F[P-](F)(F)(F)(F)F.CCN(C(C)C)C(C)C. Given the product [C:18]([O:17][C:16]([NH:15][CH2:14][CH2:13][NH:12][C:9]([C:5]1[N:4]=[CH:3][C:2]([CH3:1])=[N+:7]([O-:8])[CH:6]=1)=[O:11])=[O:22])([CH3:21])([CH3:20])[CH3:19], predict the reactants needed to synthesize it. (2) Given the product [F:1][C:2]1([C:8]2[CH:13]=[CH:12][CH:11]=[CH:10][CH:9]=2)[CH2:7][CH2:6][N:5]([C:23]([NH:22][C:19]2[CH:18]=[CH:17][C:16]([C:15]([F:14])([F:25])[F:26])=[CH:21][CH:20]=2)=[O:24])[CH2:4][CH2:3]1, predict the reactants needed to synthesize it. The reactants are: [F:1][C:2]1([C:8]2[CH:13]=[CH:12][CH:11]=[CH:10][CH:9]=2)[CH2:7][CH2:6][NH:5][CH2:4][CH2:3]1.[F:14][C:15]([F:26])([F:25])[C:16]1[CH:21]=[CH:20][C:19]([N:22]=[C:23]=[O:24])=[CH:18][CH:17]=1. (3) Given the product [ClH:34].[ClH:34].[CH2:1]([C@@:3]1([C:16]([N:18]2[CH2:23][CH2:22][N:21]([C:24]3[CH:29]=[C:28]([C:30]([F:33])([F:32])[F:31])[CH:27]=[CH:26][N:25]=3)[CH2:20][CH2:19]2)=[O:17])[CH2:7][CH2:6][C@H:5]([NH2:8])[CH2:4]1)[CH3:2], predict the reactants needed to synthesize it. The reactants are: [CH2:1]([C@@:3]1([C:16]([N:18]2[CH2:23][CH2:22][N:21]([C:24]3[CH:29]=[C:28]([C:30]([F:33])([F:32])[F:31])[CH:27]=[CH:26][N:25]=3)[CH2:20][CH2:19]2)=[O:17])[CH2:7][CH2:6][C@H:5]([NH:8]C(=O)OC(C)(C)C)[CH2:4]1)[CH3:2].[ClH:34]. (4) Given the product [C:21]([O:25][C:26](=[O:47])[NH:27][C:28](=[NH:29])[C:30]1[S:31][C:32]([S:45][CH3:46])=[C:33]([S:35]([C:38]2[CH:39]=[CH:40][CH:41]=[C:42]([C:7]3[CH:8]=[N:9][CH:10]=[CH:11][C:12]=3[CH3:13])[CH:43]=2)(=[O:37])=[O:36])[CH:34]=1)([CH3:24])([CH3:22])[CH3:23], predict the reactants needed to synthesize it. The reactants are: C([Li])CCC.Br[C:7]1[CH:8]=[N:9][CH:10]=[CH:11][C:12]=1[CH3:13].COB(OC)OC.[C:21]([O:25][C:26](=[O:47])[NH:27][C:28]([C:30]1[S:31][C:32]([S:45][CH3:46])=[C:33]([S:35]([C:38]2[CH:43]=[CH:42][CH:41]=[C:40](Br)[CH:39]=2)(=[O:37])=[O:36])[CH:34]=1)=[NH:29])([CH3:24])([CH3:23])[CH3:22].C([O-])([O-])=O.[Na+].[Na+]. (5) Given the product [C:7]([O:6][C:5](=[O:11])[CH2:4][CH2:3][C@H:2]([NH:1][C:15]([O:17][C:18]([CH3:21])([CH3:20])[CH3:19])=[O:16])[C:12]([N:43]1[CH2:44][CH2:45][N:40]([C:35]2[CH:36]=[C:37]([CH3:39])[CH:38]=[C:33]([CH3:32])[CH:34]=2)[CH2:41][CH2:42]1)=[O:14])([CH3:8])([CH3:9])[CH3:10], predict the reactants needed to synthesize it. The reactants are: [NH:1]([C:15]([O:17][C:18]([CH3:21])([CH3:20])[CH3:19])=[O:16])[C@H:2]([C:12]([OH:14])=O)[CH2:3][CH2:4][C:5](=[O:11])[O:6][C:7]([CH3:10])([CH3:9])[CH3:8].C1C=CC2N(O)N=NC=2C=1.[CH3:32][C:33]1[CH:34]=[C:35]([N:40]2[CH2:45][CH2:44][NH:43][CH2:42][CH2:41]2)[CH:36]=[C:37]([CH3:39])[CH:38]=1.CCN(C(C)C)C(C)C. (6) The reactants are: [F:1][C:2]1[CH:3]=[C:4]([CH:35]=[CH:36][C:37]=1[F:38])[CH2:5][NH:6][C:7]([C:9]1[C:17]2[C:12](=[CH:13][C:14]([O:18][CH:19]([CH3:21])[CH3:20])=[CH:15][CH:16]=2)[N:11]([CH2:22][C:23]2[CH:28]=[CH:27][CH:26]=[CH:25][N:24]=2)[C:10]=1[C:29]([O:31]C(C)C)=[O:30])=[O:8].[OH-].[Na+]. Given the product [F:1][C:2]1[CH:3]=[C:4]([CH:35]=[CH:36][C:37]=1[F:38])[CH2:5][NH:6][C:7]([C:9]1[C:17]2[C:12](=[CH:13][C:14]([O:18][CH:19]([CH3:21])[CH3:20])=[CH:15][CH:16]=2)[N:11]([CH2:22][C:23]2[CH:28]=[CH:27][CH:26]=[CH:25][N:24]=2)[C:10]=1[C:29]([OH:31])=[O:30])=[O:8], predict the reactants needed to synthesize it. (7) Given the product [CH2:9]([O:11][C:12]([C:14]1([CH2:2][C:3]#[N:5])[CH2:19][CH2:18][N:17]([C:20]([O:22][C:23]([CH3:25])([CH3:24])[CH3:26])=[O:21])[CH2:16][CH2:15]1)=[O:13])[CH3:10], predict the reactants needed to synthesize it. The reactants are: [Li+].[CH3:2][CH:3]([N-:5]C(C)C)C.[CH2:9]([O:11][C:12]([CH:14]1[CH2:19][CH2:18][N:17]([C:20]([O:22][C:23]([CH3:26])([CH3:25])[CH3:24])=[O:21])[CH2:16][CH2:15]1)=[O:13])[CH3:10].BrCC#N. (8) Given the product [CH3:15][O:14][C:10]1[CH:9]=[C:8]([C:6]2[N:7]=[C:2]([NH:38][C:37]3[CH:36]=[CH:35][C:34]([N:31]4[CH2:32][CH2:33][O:28][CH2:29][CH2:30]4)=[CH:40][CH:39]=3)[C:3]3[NH:18][N:17]=[CH:16][C:4]=3[N:5]=2)[CH:13]=[CH:12][CH:11]=1, predict the reactants needed to synthesize it. The reactants are: Cl[C:2]1[C:3]2[C:4](=[CH:16][N:17](CC3C=CC(OC)=CC=3)[N:18]=2)[N:5]=[C:6]([C:8]2[CH:13]=[CH:12][CH:11]=[C:10]([O:14][CH3:15])[CH:9]=2)[N:7]=1.[O:28]1[CH2:33][CH2:32][N:31]([C:34]2[CH:40]=[CH:39][C:37]([NH2:38])=[CH:36][CH:35]=2)[CH2:30][CH2:29]1.Cl. (9) Given the product [Cl:4][C:5]1[CH:12]=[CH:11][C:8]([CH2:9][C:16]([C:15]2[CH:18]=[CH:19][C:20]([Cl:22])=[CH:21][C:14]=2[Cl:13])=[O:25])=[CH:7][CH:6]=1, predict the reactants needed to synthesize it. The reactants are: [Mg].II.[Cl:4][C:5]1[CH:12]=[CH:11][C:8]([CH2:9]Cl)=[CH:7][CH:6]=1.[Cl:13][C:14]1[CH:21]=[C:20]([Cl:22])[CH:19]=[CH:18][C:15]=1[C:16]#N.C([O:25]CC)C.